From a dataset of Reaction yield outcomes from USPTO patents with 853,638 reactions. Predict the reaction yield, written as a fraction of the theoretical maximum amount of product (1.0 means a 100% yield; for example, 0.34 means a 34% yield). (1) The reactants are Br[C:2]1[C:3]([N:20]([CH3:24])[CH:21]([CH3:23])[CH3:22])=[N:4][C:5]2[O:11][CH2:10][CH2:9][N:8]([C:12]([O:14][C:15]([CH3:18])([CH3:17])[CH3:16])=[O:13])[CH2:7][C:6]=2[N:19]=1.[CH3:25]B(O)O.P([O-])([O-])([O-])=O.[K+].[K+].[K+].COCCOC. The catalyst is C1C=CC([P]([Pd]([P](C2C=CC=CC=2)(C2C=CC=CC=2)C2C=CC=CC=2)([P](C2C=CC=CC=2)(C2C=CC=CC=2)C2C=CC=CC=2)[P](C2C=CC=CC=2)(C2C=CC=CC=2)C2C=CC=CC=2)(C2C=CC=CC=2)C2C=CC=CC=2)=CC=1.O. The product is [CH3:25][C:2]1[C:3]([N:20]([CH3:24])[CH:21]([CH3:23])[CH3:22])=[N:4][C:5]2[O:11][CH2:10][CH2:9][N:8]([C:12]([O:14][C:15]([CH3:18])([CH3:17])[CH3:16])=[O:13])[CH2:7][C:6]=2[N:19]=1. The yield is 0.650. (2) The reactants are [N+:1]([C:4]1[CH:8]=[N:7][NH:6][N:5]=1)([O-:3])=[O:2].[CH:9]1(B(O)O)[CH2:11][CH2:10]1.C[Si](C)(C)[N-][Si](C)(C)C.[Na+].O. The catalyst is CN(C)C1C=CN=CC=1.C1(C)C=CC=CC=1.C([O-])(=O)C.[Cu+2].C([O-])(=O)C. The product is [CH:9]1([N:6]2[N:5]=[C:4]([N+:1]([O-:3])=[O:2])[CH:8]=[N:7]2)[CH2:11][CH2:10]1. The yield is 0.180. (3) The reactants are [Cl:1][C:2]1[CH:7]=[CH:6][C:5]([C:8]([C:11]2[N:15]([C:16]3[CH:21]=[CH:20][C:19]([F:22])=[CH:18][CH:17]=3)[C:14]([S:23][CH2:24][C:25]3[C:30]([F:31])=[CH:29][C:28]([S:32]([OH:35])(=[O:34])=O)=[CH:27][C:26]=3[F:36])=[N:13][CH:12]=2)([CH3:10])[CH3:9])=[CH:4][C:3]=1[O:37][CH3:38].S(Cl)(Cl)=O.CN(C=O)C.[CH3:48][O:49][C:50](=[O:54])[C@@H:51]([CH3:53])[NH2:52]. The catalyst is C(Cl)Cl.C([O-])([O-])=O.[Na+].[Na+]. The product is [Cl:1][C:2]1[CH:7]=[CH:6][C:5]([C:8]([C:11]2[N:15]([C:16]3[CH:21]=[CH:20][C:19]([F:22])=[CH:18][CH:17]=3)[C:14]([S:23][CH2:24][C:25]3[C:30]([F:31])=[CH:29][C:28]([S:32]([NH:52][C@H:51]([CH3:53])[C:50]([O:49][CH3:48])=[O:54])(=[O:35])=[O:34])=[CH:27][C:26]=3[F:36])=[N:13][CH:12]=2)([CH3:10])[CH3:9])=[CH:4][C:3]=1[O:37][CH3:38]. The yield is 0.770. (4) The yield is 0.860. The product is [Cl:1][C:2]1[CH:7]=[CH:6][CH:5]=[CH:4][C:3]=1[C:8]1[C:9]([CH3:15])=[C:10]([OH:14])[N:11]([CH3:13])[N:12]=1. The reactants are [Cl:1][C:2]1[CH:7]=[CH:6][CH:5]=[CH:4][C:3]=1[C:8]1[NH:12][N:11]([CH3:13])[C:10](=[O:14])[C:9]=1[CH:15]=O. The catalyst is C(O)(=O)C. (5) The reactants are Cl[C:2]1[N:7]=[C:6]([NH:8][C@@H:9]2[C:17]3[C:12](=[CH:13][CH:14]=[CH:15][CH:16]=3)[CH2:11][C@@H:10]2[OH:18])[CH:5]=[N:4][CH:3]=1.C[O-].[Na+].[C:22]([O-])(O)=[O:23].[Na+]. The catalyst is CO.CCOC(C)=O. The product is [CH3:22][O:23][C:2]1[N:7]=[C:6]([NH:8][C@@H:9]2[C:17]3[C:12](=[CH:13][CH:14]=[CH:15][CH:16]=3)[CH2:11][C@@H:10]2[OH:18])[CH:5]=[N:4][CH:3]=1. The yield is 0.710. (6) The reactants are [CH2:1]([C:4]1[N:8]([CH2:9][C:10]2[CH:27]=[CH:26][C:13]3/[C:14](=C/C#N)/[C:15]4[CH:22]=[CH:21][CH:20]=[CH:19][C:16]=4[CH2:17][CH2:18][C:12]=3[CH:11]=2)[C:7]2[CH:28]=[CH:29][CH:30]=[CH:31][C:6]=2[N:5]=1)[CH2:2][CH3:3].[OH-:32].[Na+].Cl.[CH2:35]([OH:37])[CH3:36]. No catalyst specified. The product is [CH2:1]([C:4]1[N:8]([CH2:9][C:10]2[CH:27]=[CH:26][C:13]3/[C:14](=[CH:36]/[C:35]([OH:32])=[O:37])/[C:15]4[CH:22]=[CH:21][CH:20]=[CH:19][C:16]=4[CH2:17][CH2:18][C:12]=3[CH:11]=2)[C:7]2[CH:28]=[CH:29][CH:30]=[CH:31][C:6]=2[N:5]=1)[CH2:2][CH3:3]. The yield is 0.890. (7) The reactants are [CH3:1][O:2][C:3]1[CH:8]=[CH:7][C:6]([C:9]([NH:24][C:25]2[O:26][C:27]([CH3:43])([CH3:42])[C:28]([F:41])([F:40])[C@:29]([C:32]3[CH:37]=[C:36](Br)[CH:35]=[CH:34][C:33]=3[F:39])([CH3:31])[N:30]=2)([C:16]2[CH:21]=[CH:20][C:19]([O:22][CH3:23])=[CH:18][CH:17]=2)[C:10]2[CH:15]=[CH:14][CH:13]=[CH:12][CH:11]=2)=[CH:5][CH:4]=1.[CH3:44][O:45][C:46]1[CH:52]=[CH:51][CH:50]=[CH:49][C:47]=1[NH2:48]. No catalyst specified. The product is [CH3:1][O:2][C:3]1[CH:8]=[CH:7][C:6]([C:9]([NH:24][C:25]2[O:26][C:27]([CH3:43])([CH3:42])[C:28]([F:41])([F:40])[C@:29]([C:32]3[CH:37]=[C:36]([NH:48][C:47]4[CH:49]=[CH:50][CH:51]=[CH:52][C:46]=4[O:45][CH3:44])[CH:35]=[CH:34][C:33]=3[F:39])([CH3:31])[N:30]=2)([C:16]2[CH:21]=[CH:20][C:19]([O:22][CH3:23])=[CH:18][CH:17]=2)[C:10]2[CH:15]=[CH:14][CH:13]=[CH:12][CH:11]=2)=[CH:5][CH:4]=1. The yield is 0.680.